From a dataset of Catalyst prediction with 721,799 reactions and 888 catalyst types from USPTO. Predict which catalyst facilitates the given reaction. (1) Reactant: FC(F)(F)S(O[C:7]1[CH:12]=[CH:11][C:10]([C:13]2[N:14]=[N:15][C:16]([CH2:19][CH:20]3[CH2:25][C:24]([CH3:27])([CH3:26])[NH:23][C:22]([CH3:29])([CH3:28])[CH2:21]3)=[CH:17][CH:18]=2)=[C:9]([O:30][CH3:31])[CH:8]=1)(=O)=O.[NH:34]1[CH:38]=[C:37](B(O)O)[CH:36]=[N:35]1.P([O-])([O-])([O-])=O.[K+].[K+].[K+].COC1C=CC=C(OC)C=1C1C=CC=CC=1P(C1CCCCC1)C1CCCCC1. Product: [CH3:31][O:30][C:9]1[CH:8]=[C:7]([C:37]2[CH:38]=[N:34][NH:35][CH:36]=2)[CH:12]=[CH:11][C:10]=1[C:13]1[N:14]=[N:15][C:16]([CH2:19][CH:20]2[CH2:25][C:24]([CH3:26])([CH3:27])[NH:23][C:22]([CH3:29])([CH3:28])[CH2:21]2)=[CH:17][CH:18]=1. The catalyst class is: 552. (2) Reactant: [NH:1]1[C:9]2[C:4](=[CH:5][CH:6]=[CH:7][CH:8]=2)[CH2:3][C:2]1=[O:10].[Li+].C[Si]([N-][Si](C)(C)C)(C)C.C1COCC1.O=[C:27]1[C:35]2[C:30](=[CH:31][C:32]([C:36]([OH:38])=[O:37])=[CH:33][CH:34]=2)[CH2:29][O:28]1.Cl. Product: [O:10]=[C:2]1[C:3](=[C:27]2[C:35]3[C:30](=[CH:31][C:32]([C:36]([OH:38])=[O:37])=[CH:33][CH:34]=3)[CH2:29][O:28]2)[C:4]2[C:9](=[CH:8][CH:7]=[CH:6][CH:5]=2)[NH:1]1. The catalyst class is: 30.